From a dataset of Reaction yield outcomes from USPTO patents with 853,638 reactions. Predict the reaction yield, written as a fraction of the theoretical maximum amount of product (1.0 means a 100% yield; for example, 0.34 means a 34% yield). (1) The reactants are [I:1][C:2]1[CH:3]=[C:4]([NH2:28])[C:5]([NH:8][CH2:9][C:10]2[CH:15]=[CH:14][C:13]([O:16][CH2:17][C:18]3[CH:23]=[CH:22][C:21]([O:24][CH3:25])=[CH:20][CH:19]=3)=[C:12]([O:26][CH3:27])[CH:11]=2)=[CH:6][CH:7]=1.[N:29]#[C:30]Br.[OH-].[Na+]. The catalyst is ClCCl.CO. The product is [I:1][C:2]1[CH:7]=[CH:6][C:5]2[N:8]([CH2:9][C:10]3[CH:15]=[CH:14][C:13]([O:16][CH2:17][C:18]4[CH:23]=[CH:22][C:21]([O:24][CH3:25])=[CH:20][CH:19]=4)=[C:12]([O:26][CH3:27])[CH:11]=3)[C:30]([NH2:29])=[N:28][C:4]=2[CH:3]=1. The yield is 0.510. (2) The reactants are [CH2:1]([C:3]1([OH:17])[C:13]2[C:8](=[C:9]([O:14]C)[N:10]=[CH:11][CH:12]=2)[CH2:7][O:6][C:5](=[O:16])[CH2:4]1)[CH3:2]. The catalyst is Cl. The product is [CH2:1]([C:3]1([OH:17])[C:13]2[CH:12]=[CH:11][NH:10][C:9](=[O:14])[C:8]=2[CH2:7][O:6][C:5](=[O:16])[CH2:4]1)[CH3:2]. The yield is 0.490.